From a dataset of Forward reaction prediction with 1.9M reactions from USPTO patents (1976-2016). Predict the product of the given reaction. (1) Given the reactants Cl[C:2]1[N:7]=[CH:6][N:5]=[C:4]([NH:8][C:9]2[CH:10]=[C:11]([CH:22]=[CH:23][CH:24]=2)[CH2:12][S:13](=[N:16][C:17](=[O:21])[O:18][CH2:19][CH3:20])([CH3:15])=[O:14])[N:3]=1.[F:25][C:26]1[CH:27]=[CH:28][C:29]([O:35][CH3:36])=[C:30](B(O)O)[CH:31]=1, predict the reaction product. The product is: [F:25][C:26]1[CH:31]=[CH:30][C:29]([O:35][CH3:36])=[C:28]([C:2]2[N:7]=[CH:6][N:5]=[C:4]([NH:8][C:9]3[CH:10]=[C:11]([CH:22]=[CH:23][CH:24]=3)[CH2:12][S:13](=[N:16][C:17](=[O:21])[O:18][CH2:19][CH3:20])([CH3:15])=[O:14])[N:3]=2)[CH:27]=1. (2) Given the reactants Br[C:2]1[N:7]=[C:6]([C:8]2[CH:12]=[C:11]([CH3:13])[NH:10][C:9]=2[CH3:14])[CH:5]=[CH:4][CH:3]=1.[F:15][C:16]1[CH:21]=[CH:20][C:19](B(O)O)=[C:18]([CH3:25])[C:17]=1[CH3:26].C(=O)([O-])[O-].[Na+].[Na+].C(O)C, predict the reaction product. The product is: [CH3:14][C:9]1[NH:10][C:11]([CH3:13])=[CH:12][C:8]=1[C:6]1[CH:5]=[CH:4][CH:3]=[C:2]([C:19]2[CH:20]=[CH:21][C:16]([F:15])=[C:17]([CH3:26])[C:18]=2[CH3:25])[N:7]=1. (3) Given the reactants [Cl:1][C:2]1[CH:33]=[CH:32][CH:31]=[C:30]([Cl:34])[C:3]=1[C:4]([NH:6][CH:7]([CH2:11][C:12]1[CH:13]=[C:14]2[C:19](=[CH:20][CH:21]=1)[N:18]=[C:17]([C:22]1[C:27]([Cl:28])=[CH:26][CH:25]=[CH:24][C:23]=1[Cl:29])[CH:16]=[CH:15]2)[C:8](O)=[O:9])=[O:5].CC[N:37](CC)CC.ClC(OCC)=O.N, predict the reaction product. The product is: [NH2:37][C:8](=[O:9])[CH:7]([NH:6][C:4](=[O:5])[C:3]1[C:30]([Cl:34])=[CH:31][CH:32]=[CH:33][C:2]=1[Cl:1])[CH2:11][C:12]1[CH:13]=[C:14]2[C:19](=[CH:20][CH:21]=1)[N:18]=[C:17]([C:22]1[C:23]([Cl:29])=[CH:24][CH:25]=[CH:26][C:27]=1[Cl:28])[CH:16]=[CH:15]2. (4) Given the reactants [CH3:1][C:2]([CH3:21])=[CH:3][CH2:4][C:5]([CH2:16][CH:17]=[C:18]([CH3:20])[CH3:19])([C:10]1[CH:15]=[CH:14][CH:13]=[CH:12][CH:11]=1)[C:6]([O:8][CH3:9])=[O:7].C(C(C1C=CC=CC=1)(CC=C)C(OC)=O)C=C, predict the reaction product. The product is: [CH2:4]([C:5]([C:10]1[CH:11]=[CH:12][CH:13]=[CH:14][CH:15]=1)([CH2:16][CH2:17][CH:18]([CH3:19])[CH3:20])[C:6]([O:8][CH3:9])=[O:7])[CH2:3][CH:2]([CH3:21])[CH3:1]. (5) Given the reactants COC1C=CC(C[N:8]2[C:26](=[O:27])[N:25]3[CH:21]([CH2:22][CH:23]([O:28][C:29]4[CH:34]=[C:33]([O:35][CH3:36])[N:32]=[C:31]([C:37]5[CH:42]=[CH:41][CH:40]=[CH:39][CH:38]=5)[N:30]=4)[CH2:24]3)[C:20](=[O:43])[NH:19][C:18]3([C:44]([NH:46][S:47]([CH:50]4[CH2:52][CH2:51]4)(=[O:49])=[O:48])=[O:45])[CH:16]([CH2:17]3)[CH:15]=[CH:14][CH2:13][CH2:12][CH2:11][CH2:10][CH2:9]2)=CC=1.C(Cl)Cl.C([O-])(O)=O.[Na+], predict the reaction product. The product is: [CH3:36][O:35][C:33]1[N:32]=[C:31]([C:37]2[CH:38]=[CH:39][CH:40]=[CH:41][CH:42]=2)[N:30]=[C:29]([O:28][CH:23]2[CH2:22][CH:21]3[N:25]([C:26](=[O:27])[NH:8][CH2:9][CH2:10][CH2:11][CH2:12][CH2:13][CH:14]=[CH:15][CH:16]4[C:18]([C:44]([NH:46][S:47]([CH:50]5[CH2:52][CH2:51]5)(=[O:49])=[O:48])=[O:45])([NH:19][C:20]3=[O:43])[CH2:17]4)[CH2:24]2)[CH:34]=1.